From a dataset of Full USPTO retrosynthesis dataset with 1.9M reactions from patents (1976-2016). Predict the reactants needed to synthesize the given product. Given the product [Si:22]([O:1][CH2:2][CH:3]1[CH2:12][CH2:11][C:10]2[C:5](=[CH:6][CH:7]=[C:8]([C:13]([O:15][CH3:16])=[O:14])[CH:9]=2)[CH2:4]1)([C:25]([CH3:28])([CH3:27])[CH3:26])([CH3:24])[CH3:23], predict the reactants needed to synthesize it. The reactants are: [OH:1][CH2:2][CH:3]1[CH2:12][CH2:11][C:10]2[C:5](=[CH:6][CH:7]=[C:8]([C:13]([O:15][CH3:16])=[O:14])[CH:9]=2)[CH2:4]1.N1C=CN=C1.[Si:22](Cl)([C:25]([CH3:28])([CH3:27])[CH3:26])([CH3:24])[CH3:23].CO.